This data is from Catalyst prediction with 721,799 reactions and 888 catalyst types from USPTO. The task is: Predict which catalyst facilitates the given reaction. (1) Reactant: [Cl:1][C:2]1[CH:7]=[CH:6][C:5]([S:8]([N:11]([CH3:17])[C:12](=[CH2:16])[C:13]([OH:15])=O)(=[O:10])=[O:9])=[CH:4][CH:3]=1.CCOC(OC(OCC)=O)=O.[N:29]1([C:34]2[CH:39]=[C:38]([CH2:40][NH2:41])[CH:37]=[C:36]([C:42]3[CH:47]=[CH:46][C:45]([C:48]([F:51])([F:50])[F:49])=[CH:44][CH:43]=3)[N:35]=2)[CH2:33][CH2:32][CH2:31][CH2:30]1. Product: [Cl:1][C:2]1[CH:3]=[CH:4][C:5]([S:8]([N:11]([CH3:17])[C:12](=[CH2:16])[C:13]([NH:41][CH2:40][C:38]2[CH:37]=[C:36]([C:42]3[CH:43]=[CH:44][C:45]([C:48]([F:51])([F:49])[F:50])=[CH:46][CH:47]=3)[N:35]=[C:34]([N:29]3[CH2:30][CH2:31][CH2:32][CH2:33]3)[CH:39]=2)=[O:15])(=[O:9])=[O:10])=[CH:6][CH:7]=1. The catalyst class is: 1. (2) Reactant: Cl[C:2]([O:4][C:5]1[CH:10]=[CH:9][C:8]([N+:11]([O-:13])=[O:12])=[CH:7][CH:6]=1)=[O:3].C(N(C(C)C)CC)(C)C.[CH2:23]([O:25][C@@H:26]([CH2:31][C:32]1[CH:33]=[N:34][C:35]([C:38]2[CH:43]=[CH:42][CH:41]=[C:40]([NH:44][CH3:45])[CH:39]=2)=[CH:36][CH:37]=1)[C:27]([O:29][CH3:30])=[O:28])[CH3:24].O. The catalyst class is: 4. Product: [CH2:23]([O:25][C@@H:26]([CH2:31][C:32]1[CH:33]=[N:34][C:35]([C:38]2[CH:43]=[CH:42][CH:41]=[C:40]([N:44]([CH3:45])[C:2]([O:4][C:5]3[CH:10]=[CH:9][C:8]([N+:11]([O-:13])=[O:12])=[CH:7][CH:6]=3)=[O:3])[CH:39]=2)=[CH:36][CH:37]=1)[C:27]([O:29][CH3:30])=[O:28])[CH3:24]. (3) Reactant: Cl.C(OC([N:9]1[CH2:14][CH2:13][C@@H:12]([O:15][C:16]2[CH:21]=[C:20]([F:22])[CH:19]=[CH:18][C:17]=2[C:23]([N:25]2[CH2:39][C:28]3=[C:29]4[N:34]([N:35]=[C:27]3[CH2:26]2)[C:33]([CH3:36])=[C:32]([Cl:37])[C:31]([CH3:38])=[N:30]4)=[O:24])[CH2:11][C@@H:10]1[C:40]([F:43])([F:42])[F:41])=O)(C)(C)C.[OH-].[Na+]. Product: [Cl:37][C:32]1[C:31]([CH3:38])=[N:30][C:29]2[N:34]([N:35]=[C:27]3[CH2:26][N:25]([C:23]([C:17]4[CH:18]=[CH:19][C:20]([F:22])=[CH:21][C:16]=4[O:15][C@@H:12]4[CH2:13][CH2:14][NH:9][C@@H:10]([C:40]([F:41])([F:43])[F:42])[CH2:11]4)=[O:24])[CH2:39][C:28]3=2)[C:33]=1[CH3:36]. The catalyst class is: 12. (4) Reactant: [F:1][C:2]1[CH:7]=[CH:6][C:5]([NH:8][C:9](=[O:28])[C:10]2[CH:15]=[C:14]([N+:16]([O-])=O)[C:13]([NH:19][CH3:20])=[CH:12][C:11]=2[N:21]2[CH2:26][CH2:25][CH:24]([F:27])[CH2:23][CH2:22]2)=[CH:4][C:3]=1[Cl:29]. Product: [F:1][C:2]1[CH:7]=[CH:6][C:5]([NH:8][C:9](=[O:28])[C:10]2[CH:15]=[C:14]([NH2:16])[C:13]([NH:19][CH3:20])=[CH:12][C:11]=2[N:21]2[CH2:26][CH2:25][CH:24]([F:27])[CH2:23][CH2:22]2)=[CH:4][C:3]=1[Cl:29]. The catalyst class is: 814. (5) Reactant: [CH3:1][P:2]([C:5]1[CH:10]=[CH:9][C:8]([N:11]2[C:15]([C:16]([O:18]CC)=[O:17])=[CH:14][C:13]([Si:21]([CH3:24])([CH3:23])[CH3:22])=[N:12]2)=[CH:7][CH:6]=1)([CH3:4])=[O:3].[OH-].[Na+]. Product: [CH3:4][P:2]([C:5]1[CH:6]=[CH:7][C:8]([N:11]2[C:15]([C:16]([OH:18])=[O:17])=[CH:14][C:13]([Si:21]([CH3:24])([CH3:23])[CH3:22])=[N:12]2)=[CH:9][CH:10]=1)([CH3:1])=[O:3]. The catalyst class is: 8. (6) Reactant: [NH2:1][C:2]1[N:3]=[CH:4][C:5]2[CH2:11][N:10]([C:12]3[CH:13]=[C:14]([CH:18]=[CH:19][CH:20]=3)[C:15](O)=[O:16])[CH2:9][CH2:8][C:6]=2[N:7]=1.C(N(CC)C(C)C)(C)C.CN(C(O[N:38]1N=N[C:40]2[CH:41]=[CH:42]C=C[C:39]1=2)=[N+](C)C)C.F[P-](F)(F)(F)(F)F.C(N)CCC. Product: [NH2:1][C:2]1[N:3]=[CH:4][C:5]2[CH2:11][N:10]([C:12]3[CH:13]=[C:14]([CH:18]=[CH:19][CH:20]=3)[C:15]([NH:38][CH2:39][CH2:40][CH2:41][CH3:42])=[O:16])[CH2:9][CH2:8][C:6]=2[N:7]=1. The catalyst class is: 18. (7) Reactant: [F:1][C:2]1[CH:7]=[CH:6][C:5]([C:8]2[N:12]3[N:13]=[CH:14][C:15]([C:17]([F:20])([F:19])[F:18])=[N:16][C:11]3=[N:10][CH:9]=2)=[CH:4][C:3]=1[OH:21].C(N(CC)CC)C.C1C=CC(N([S:36]([C:39]([F:42])([F:41])[F:40])(=[O:38])=[O:37])[S:36]([C:39]([F:42])([F:41])[F:40])(=[O:38])=[O:37])=CC=1. Product: [F:1][C:2]1[CH:7]=[CH:6][C:5]([C:8]2[N:12]3[N:13]=[CH:14][C:15]([C:17]([F:18])([F:19])[F:20])=[N:16][C:11]3=[N:10][CH:9]=2)=[CH:4][C:3]=1[O:21][S:36]([C:39]([F:42])([F:41])[F:40])(=[O:38])=[O:37]. The catalyst class is: 4.